Dataset: hERG potassium channel inhibition data for cardiac toxicity prediction from Karim et al.. Task: Regression/Classification. Given a drug SMILES string, predict its toxicity properties. Task type varies by dataset: regression for continuous values (e.g., LD50, hERG inhibition percentage) or binary classification for toxic/non-toxic outcomes (e.g., AMES mutagenicity, cardiotoxicity, hepatotoxicity). Dataset: herg_karim. (1) The molecule is CCn1cc(C2(c3nn(C)c(=O)o3)NC(c3nc(-c4ccc(F)cn4)c[nH]3)Cc3c2[nH]c2ccccc32)cn1. The result is 0 (non-blocker). (2) The drug is Cc1cc(CNc2nc(N)nc3ccn(Cc4cc(Cl)ccn4)c23)no1. The result is 1 (blocker). (3) The compound is CC(=O)c1cccc(-c2cccc(-n3cc(C(=O)NC(C)C)c(=O)c4cccnc43)c2)c1. The result is 1 (blocker).